Task: Predict the product of the given reaction.. Dataset: Forward reaction prediction with 1.9M reactions from USPTO patents (1976-2016) (1) Given the reactants [CH3:1][C:2]1[CH:3]=[C:4]([S:8]([O-:10])=[O:9])[CH:5]=[CH:6][CH:7]=1.[Na+].Br[C:13]1[CH:21]=[CH:20][C:19]2[N:18]([CH3:22])[C:17]3[CH2:23][CH:24]4[NH:28][CH:27]([C:16]=3[C:15]=2[C:14]=1[C:29]([O:31][C:32]([CH3:35])([CH3:34])[CH3:33])=[O:30])[CH2:26][CH2:25]4, predict the reaction product. The product is: [CH3:1][C:2]1[CH:3]=[C:4]([S:8]([C:13]2[CH:21]=[CH:20][C:19]3[N:18]([CH3:22])[C:17]4[CH2:23][CH:24]5[NH:28][CH:27]([C:16]=4[C:15]=3[C:14]=2[C:29]([O:31][C:32]([CH3:35])([CH3:34])[CH3:33])=[O:30])[CH2:26][CH2:25]5)(=[O:10])=[O:9])[CH:5]=[CH:6][CH:7]=1. (2) Given the reactants [Cl:1][C:2]1[CH:7]=[C:6]([O:8][C:9]2[C:14]([F:15])=[CH:13][C:12]([CH2:16][OH:17])=[CH:11][C:10]=2[F:18])[CH:5]=[CH:4][N:3]=1.Cl[C:20]1[CH:21]=[C:22]2[N:29]([CH3:30])[C:28]([CH3:32])([CH3:31])[CH2:27][N:23]2[C:24](=[O:26])[N:25]=1, predict the reaction product. The product is: [Cl:1][C:2]1[CH:7]=[C:6]([O:8][C:9]2[C:14]([F:15])=[CH:13][C:12]([CH2:16][O:17][C:20]3[CH:21]=[C:22]4[N:29]([CH3:30])[C:28]([CH3:32])([CH3:31])[CH2:27][N:23]4[C:24](=[O:26])[N:25]=3)=[CH:11][C:10]=2[F:18])[CH:5]=[CH:4][N:3]=1. (3) Given the reactants [O:1]([CH2:8][CH:9]1[CH2:14][CH2:13][C:12](=O)[CH2:11][CH2:10]1)[C:2]1[CH:7]=[CH:6][CH:5]=[CH:4][CH:3]=1.C(N)CN.[N+:20]([CH3:23])([O-:22])=[O:21], predict the reaction product. The product is: [N+:20]([CH2:23][C:12]1[CH2:13][CH2:14][CH:9]([CH2:8][O:1][C:2]2[CH:7]=[CH:6][CH:5]=[CH:4][CH:3]=2)[CH2:10][CH:11]=1)([O-:22])=[O:21]. (4) Given the reactants [C:1]1(=[O:7])[O:6][C:4](=[O:5])[CH2:3][CH2:2]1.[Cl-].[Al+3].[Cl-].[Cl-].[C:12]1([CH2:18][C:19]([O:21][CH2:22][CH3:23])=[O:20])[CH:17]=[CH:16][CH:15]=[CH:14][CH:13]=1.Cl, predict the reaction product. The product is: [CH2:22]([O:21][C:19](=[O:20])[CH2:18][C:12]1[CH:17]=[CH:16][C:15]([C:4](=[O:5])[CH2:3][CH2:2][C:1]([OH:6])=[O:7])=[CH:14][CH:13]=1)[CH3:23]. (5) Given the reactants [CH:1]1[CH:6]=[CH:5][C:4]([O:7][C:8]2[CH:13]=[CH:12][C:11]([C:14](/[CH:16]=[CH:17]/[C:18]3[O:22][CH:21]=[CH:20][CH:19]=3)=O)=[CH:10][CH:9]=2)=[CH:3][CH:2]=1.Cl.[NH2:24][OH:25].[OH-].[Na+], predict the reaction product. The product is: [O:22]1[CH:21]=[CH:20][CH:19]=[C:18]1[C:17]1[O:25][N:24]=[C:14]([C:11]2[CH:12]=[CH:13][C:8]([O:7][C:4]3[CH:5]=[CH:6][CH:1]=[CH:2][CH:3]=3)=[CH:9][CH:10]=2)[CH:16]=1. (6) Given the reactants Cl[C:2]1[CH:7]=[CH:6][N:5]=[C:4]2[CH:8]=[C:9]([C:11]([N:13]3[CH2:17][CH2:16][C@@H:15]([OH:18])[CH2:14]3)=[O:12])[S:10][C:3]=12.[CH3:19][NH:20][C:21]([C:23]1[C:24]2[CH:33]=[CH:32][C:31]([OH:34])=[CH:30][C:25]=2[S:26][C:27]=1[CH2:28][CH3:29])=[O:22].C([O-])([O-])=O.[Cs+].[Cs+], predict the reaction product. The product is: [CH3:19][NH:20][C:21]([C:23]1[C:24]2[CH:33]=[CH:32][C:31]([O:34][C:2]3[CH:7]=[CH:6][N:5]=[C:4]4[CH:8]=[C:9]([C:11]([N:13]5[CH2:17][CH2:16][C@@H:15]([OH:18])[CH2:14]5)=[O:12])[S:10][C:3]=34)=[CH:30][C:25]=2[S:26][C:27]=1[CH2:28][CH3:29])=[O:22].